From a dataset of Full USPTO retrosynthesis dataset with 1.9M reactions from patents (1976-2016). Predict the reactants needed to synthesize the given product. (1) Given the product [N:1]1([CH2:6][C:7]2[N:12]=[C:11]([C:13]([F:16])([F:15])[F:14])[N:10]=[C:9]([C:17]([O:19][CH2:20][CH3:21])=[O:18])[CH:8]=2)[CH2:4][CH2:3][CH2:2]1, predict the reactants needed to synthesize it. The reactants are: [NH:1]1[CH2:4][CH2:3][CH2:2]1.Br[CH2:6][C:7]1[N:12]=[C:11]([C:13]([F:16])([F:15])[F:14])[N:10]=[C:9]([C:17]([O:19][CH2:20][CH3:21])=[O:18])[CH:8]=1. (2) Given the product [C:41]([NH:1][C:2]1[CH:7]=[C:6]([NH:8][C:9]([C:11]2[CH:12]=[C:13]([C:19]3[CH:24]=[CH:23][CH:22]=[C:21]([O:25][CH3:26])[CH:20]=3)[C:14]([O:17][CH3:18])=[CH:15][CH:16]=2)=[O:10])[CH:5]=[CH:4][C:3]=1[C:27]1[CH:32]=[CH:31][C:30]([O:33][CH:34]2[CH2:39][CH2:38][N:37]([CH3:40])[CH2:36][CH2:35]2)=[CH:29][CH:28]=1)(=[O:43])[CH3:42], predict the reactants needed to synthesize it. The reactants are: [NH2:1][C:2]1[CH:7]=[C:6]([NH:8][C:9]([C:11]2[CH:12]=[C:13]([C:19]3[CH:24]=[CH:23][CH:22]=[C:21]([O:25][CH3:26])[CH:20]=3)[C:14]([O:17][CH3:18])=[CH:15][CH:16]=2)=[O:10])[CH:5]=[CH:4][C:3]=1[C:27]1[CH:32]=[CH:31][C:30]([O:33][CH:34]2[CH2:39][CH2:38][N:37]([CH3:40])[CH2:36][CH2:35]2)=[CH:29][CH:28]=1.[C:41](OC(=O)C)(=[O:43])[CH3:42].